From a dataset of Forward reaction prediction with 1.9M reactions from USPTO patents (1976-2016). Predict the product of the given reaction. (1) The product is: [F:15][C:16]([F:27])([F:26])[C:17]1[CH:22]=[CH:21][C:20]([C:2]2[C:11]3[C:6](=[CH:7][CH:8]=[C:9]([C:12]([NH2:14])=[O:13])[CH:10]=3)[CH:5]=[N:4][CH:3]=2)=[CH:19][CH:18]=1. Given the reactants Br[C:2]1[C:11]2[C:6](=[CH:7][CH:8]=[C:9]([C:12]([NH2:14])=[O:13])[CH:10]=2)[CH:5]=[N:4][CH:3]=1.[F:15][C:16]([F:27])([F:26])[C:17]1[CH:22]=[CH:21][C:20](B(O)O)=[CH:19][CH:18]=1.C(=O)([O-])[O-].[Cs+].[Cs+], predict the reaction product. (2) The product is: [CH3:1][O:2][C:3]([C:5]1[C:14]([OH:15])=[C:13]2[C:8]([CH:9]=[CH:10][C:11](=[O:23])[N:12]2[CH2:16][C:17]2[CH:22]=[CH:21][CH:20]=[CH:19][CH:18]=2)=[C:7]([I:40])[N:6]=1)=[O:4]. Given the reactants [CH3:1][O:2][C:3]([C:5]1[C:14]([OH:15])=[C:13]2[C:8]([CH:9]=[CH:10][C:11](=[O:23])[N:12]2[CH2:16][C:17]2[CH:22]=[CH:21][CH:20]=[CH:19][CH:18]=2)=[CH:7][N:6]=1)=[O:4].CC1C=C(C)N=C(C)C=1.CC1C([IH+:40])=C(C)N=C(C)C=1.F[P-](F)(F)(F)(F)F, predict the reaction product.